This data is from CYP3A4 inhibition data for predicting drug metabolism from PubChem BioAssay. The task is: Regression/Classification. Given a drug SMILES string, predict its absorption, distribution, metabolism, or excretion properties. Task type varies by dataset: regression for continuous measurements (e.g., permeability, clearance, half-life) or binary classification for categorical outcomes (e.g., BBB penetration, CYP inhibition). Dataset: cyp3a4_veith. (1) The compound is COc1ccc(OC)c2[nH]c(=O)c(CCNC(=O)COc3ccccc3)cc12. The result is 1 (inhibitor). (2) The result is 1 (inhibitor). The drug is COc1cc(COc2cc(N)c(Cl)cc2C(=O)CCC2CCN(CCNS(C)(=O)=O)CC2)cc(OC)c1. (3) The drug is COc1ccc(C(=O)N2CCC[C@@]3(CCN(C(=O)Nc4ccccc4)C3)C2)cc1. The result is 1 (inhibitor). (4) The drug is Cc1c(C)c2c(c(C)c1O)CC[C@@](C)(CN1CCN(c3cc(N4CCCC4)nc(N4CCCC4)n3)CC1)O2. The result is 1 (inhibitor).